Dataset: Reaction yield outcomes from USPTO patents with 853,638 reactions. Task: Predict the reaction yield, written as a fraction of the theoretical maximum amount of product (1.0 means a 100% yield; for example, 0.34 means a 34% yield). (1) The reactants are [C:1]([NH2:9])(=[NH:8])[C:2]1[CH:7]=[CH:6][CH:5]=[CH:4][CH:3]=1.C([O-])(O)=O.[Na+].[CH3:15][N:16]([CH:18]=O)C. No catalyst specified. The product is [C:2]1([C:1]2[NH:8][CH:4]=[C:3]([C:2]3[CH:7]=[CH:18][N:16]=[CH:15][CH:1]=3)[N:9]=2)[CH:7]=[CH:6][CH:5]=[CH:4][CH:3]=1. The yield is 0.720. (2) The reactants are Br[C:2]1[CH:7]=[CH:6][CH:5]=[CH:4][C:3]=1[C:8]1[CH:13]=[CH:12][C:11]([S:14]([CH3:17])(=[O:16])=[O:15])=[CH:10][CH:9]=1.[F:18][C:19]1[CH:20]=[C:21](B(O)O)[CH:22]=[CH:23][C:24]=1[O:25][CH3:26]. No catalyst specified. The product is [F:18][C:19]1[CH:20]=[C:21]([C:2]2[CH:7]=[CH:6][CH:5]=[CH:4][C:3]=2[C:8]2[CH:13]=[CH:12][C:11]([S:14]([CH3:17])(=[O:16])=[O:15])=[CH:10][CH:9]=2)[CH:22]=[CH:23][C:24]=1[O:25][CH3:26]. The yield is 0.880. (3) The reactants are [Cl:1][C:2]1[CH:7]=[C:6]([F:8])[CH:5]=[CH:4][C:3]=1[NH2:9].[CH3:10][C:11](=O)[CH2:12][CH2:13][C:14](=O)[CH3:15].C(=O)([O-])[O-].[Na+].[Na+]. The catalyst is C1(C)C=CC=CC=1.CC1C=CC(S(O)(=O)=O)=CC=1. The product is [Cl:1][C:2]1[CH:7]=[C:6]([F:8])[CH:5]=[CH:4][C:3]=1[N:9]1[C:14]([CH3:15])=[CH:13][CH:12]=[C:11]1[CH3:10]. The yield is 0.850. (4) The reactants are [Br:1][C:2]1[CH:7]=[CH:6][C:5]([CH:8](C(OC)=O)[C:9]([O:11]C)=[O:10])=[C:4]([N+:17]([O-:19])=[O:18])[CH:3]=1. The catalyst is Cl. The product is [Br:1][C:2]1[CH:7]=[CH:6][C:5]([CH2:8][C:9]([OH:11])=[O:10])=[C:4]([N+:17]([O-:19])=[O:18])[CH:3]=1. The yield is 0.890. (5) The reactants are [C:1]([O:5][C:6]([C:8]1[O:12][C:11]([C:13](O)=[O:14])=[C:10]([CH2:16][C:17]2[CH:22]=[CH:21][C:20]([F:23])=[CH:19][CH:18]=2)[CH:9]=1)=[O:7])([CH3:4])([CH3:3])[CH3:2].Cl.CN[O:27][CH3:28].OC1C2N=N[NH:35][C:34]=2C=CC=1.C(N(CC)CC)C.Cl.C(N=C=NCCCN(C)C)C. The catalyst is ClCCl.CCCCCC.C(OCC)(=O)C. The product is [C:1]([O:5][C:6]([C:8]1[O:12][C:11]([C:13](=[O:14])[NH:35][CH2:34][O:27][CH3:28])=[C:10]([CH2:16][C:17]2[CH:18]=[CH:19][C:20]([F:23])=[CH:21][CH:22]=2)[CH:9]=1)=[O:7])([CH3:4])([CH3:2])[CH3:3]. The yield is 0.446. (6) The reactants are Cl[CH2:2][CH2:3][CH2:4][OH:5].[N+:6]([C:9]1[CH:14]=[CH:13][C:12]([SH:15])=[CH:11][CH:10]=1)([O-:8])=[O:7].[OH-].[Na+]. The catalyst is O. The product is [OH:5][CH2:4][CH2:3][CH2:2][S:15][C:12]1[CH:13]=[CH:14][C:9]([N+:6]([O-:8])=[O:7])=[CH:10][CH:11]=1. The yield is 0.980. (7) The reactants are [CH3:1][O:2][C:3]1[CH:8]=[CH:7][C:6]([N:9]2[CH:13]=[CH:12][C:11]([NH:14][C:15](OC)=O)=[N:10]2)=[CH:5][CH:4]=1.C(=O)(O)[O-].[Na+].BrC[C:26]([O:28][CH3:29])=[O:27]. The catalyst is CN(C=O)C.C(OCC)(=O)C. The product is [CH3:1][O:2][C:3]1[CH:4]=[CH:5][C:6]([N:9]2[CH:13]=[CH:12][C:11]([NH:14][CH2:15][C:26]([O:28][CH3:29])=[O:27])=[N:10]2)=[CH:7][CH:8]=1. The yield is 0.440. (8) The reactants are [Cl:1][C:2]1[CH:10]=[CH:9][C:8]2[NH:7][C:6]3[CH2:11][CH2:12][N:13]([CH3:15])[CH2:14][C:5]=3[C:4]=2[CH:3]=1.[OH-].[K+].[CH3:18][C:19]1[CH:24]=[N:23][C:22]([CH:25]=[CH2:26])=[CH:21][N:20]=1. The catalyst is CN1CCCC1=O.O. The product is [Cl:1][C:2]1[CH:10]=[CH:9][C:8]2[N:7]([CH2:26][CH2:25][C:22]3[CH:21]=[N:20][C:19]([CH3:18])=[CH:24][N:23]=3)[C:6]3[CH2:11][CH2:12][N:13]([CH3:15])[CH2:14][C:5]=3[C:4]=2[CH:3]=1. The yield is 0.540. (9) The reactants are [NH2:1][C@H:2]1[CH2:7][CH2:6][CH2:5][CH2:4][C@H:3]1[NH:8][C:9](=[O:26])[C:10]1[C:15]([C:16]([F:19])([F:18])[F:17])=[CH:14][C:13]([C:20]([F:23])([F:22])[F:21])=[CH:12][C:11]=1[O:24][CH3:25].C(O)(=O)C.[CH:31]1([CH:34]=O)[CH2:33][CH2:32]1.C(O[BH-](OC(=O)C)OC(=O)C)(=O)C.[Na+]. The catalyst is CO. The product is [CH:31]1([CH2:34][NH:1][C@H:2]2[CH2:7][CH2:6][CH2:5][CH2:4][C@H:3]2[NH:8][C:9](=[O:26])[C:10]2[C:15]([C:16]([F:19])([F:18])[F:17])=[CH:14][C:13]([C:20]([F:21])([F:22])[F:23])=[CH:12][C:11]=2[O:24][CH3:25])[CH2:33][CH2:32]1. The yield is 0.360. (10) The reactants are [N:1]1([C:7]2[C:8]3[N:16]=[C:15]([C:17]4[CH:22]=[CH:21][N:20]=[CH:19][CH:18]=4)[S:14][C:9]=3[N:10]=[C:11]([NH2:13])[N:12]=2)[CH2:6][CH2:5][NH:4][CH2:3][CH2:2]1.[Cl:23][C:24]1[CH:34]=[CH:33][C:27]([O:28][CH2:29][C:30](O)=[O:31])=[CH:26][CH:25]=1. No catalyst specified. The product is [NH2:13][C:11]1[N:12]=[C:7]([N:1]2[CH2:6][CH2:5][N:4]([C:30](=[O:31])[CH2:29][O:28][C:27]3[CH:33]=[CH:34][C:24]([Cl:23])=[CH:25][CH:26]=3)[CH2:3][CH2:2]2)[C:8]2[N:16]=[C:15]([C:17]3[CH:22]=[CH:21][N:20]=[CH:19][CH:18]=3)[S:14][C:9]=2[N:10]=1. The yield is 0.430.